From a dataset of Catalyst prediction with 721,799 reactions and 888 catalyst types from USPTO. Predict which catalyst facilitates the given reaction. (1) Reactant: Br[C:2]1[CH:3]=[C:4]([NH:10][C:11]2[S:12][C:13]3[CH2:14][N:15]([C:20]([O:22][C:23]([CH3:26])([CH3:25])[CH3:24])=[O:21])[CH2:16][CH2:17][C:18]=3[N:19]=2)[C:5](=[O:9])[N:6]([CH3:8])[CH:7]=1.[C:27]([O:30][CH2:31][C:32]1[C:33]([N:41]2[CH2:52][CH2:51][N:50]3[C:43](=[CH:44][C:45]4[CH2:46][C:47]([CH3:54])([CH3:53])[CH2:48][C:49]=43)[C:42]2=[O:55])=[N:34][CH:35]=[CH:36][C:37]=1B(O)O)(=[O:29])[CH3:28].[O-]P([O-])([O-])=O.[K+].[K+].[K+].C([O-])(=O)C.[Na+]. Product: [C:27]([O:30][CH2:31][C:32]1[C:33]([N:41]2[CH2:52][CH2:51][N:50]3[C:43](=[CH:44][C:45]4[CH2:46][C:47]([CH3:54])([CH3:53])[CH2:48][C:49]=43)[C:42]2=[O:55])=[N:34][CH:35]=[CH:36][C:37]=1[C:2]1[CH:3]=[C:4]([NH:10][C:11]2[S:12][C:13]3[CH2:14][N:15]([C:20]([O:22][C:23]([CH3:26])([CH3:25])[CH3:24])=[O:21])[CH2:16][CH2:17][C:18]=3[N:19]=2)[C:5](=[O:9])[N:6]([CH3:8])[CH:7]=1)(=[O:29])[CH3:28]. The catalyst class is: 712. (2) Reactant: [I-:1].[Na+].C(N(C(C)C)CC)(C)C.[F:12][C:13]1[CH:18]=[CH:17][C:16]([C@@H:19]([N:21]2[CH2:26][CH2:25][CH2:24]/[C:23](=[CH:27]\[C:28]3[CH:33]=[CH:32][C:31]([N:34]4[CH:38]=[C:37]([CH3:39])[N:36]=[CH:35]4)=[C:30]([O:40][CH3:41])[CH:29]=3)/[C:22]2=[O:42])[CH3:20])=[CH:15][CH:14]=1.[C:43]([O:46][CH2:47]Cl)(=[O:45])[CH3:44]. Product: [I-:1].[C:43]([O:46][CH2:47][N+:36]1[C:37]([CH3:39])=[CH:38][N:34]([C:31]2[CH:32]=[CH:33][C:28](/[CH:27]=[C:23]3/[C:22](=[O:42])[N:21]([C@H:19]([C:16]4[CH:17]=[CH:18][C:13]([F:12])=[CH:14][CH:15]=4)[CH3:20])[CH2:26][CH2:25][CH2:24]/3)=[CH:29][C:30]=2[O:40][CH3:41])[CH:35]=1)(=[O:45])[CH3:44]. The catalyst class is: 57. (3) Reactant: [F:1][C:2]1[CH:10]=[CH:9][C:8]([CH2:11][C:12]2[C:21]3[C:16](=[CH:17][CH:18]=[CH:19][CH:20]=3)[C:15](=[O:22])[NH:14][N:13]=2)=[CH:7][C:3]=1[C:4](O)=[O:5].[CH3:23][O:24][CH2:25][C@@H:26]([O:28][CH:29]1[CH2:34][CH2:33][NH:32][CH2:31][CH2:30]1)[CH3:27].CCN(C(C)C)C(C)C. Product: [F:1][C:2]1[CH:10]=[CH:9][C:8]([CH2:11][C:12]2[C:21]3[C:16](=[CH:17][CH:18]=[CH:19][CH:20]=3)[C:15](=[O:22])[NH:14][N:13]=2)=[CH:7][C:3]=1[C:4]([N:32]1[CH2:33][CH2:34][CH:29]([O:28][C@@H:26]([CH3:27])[CH2:25][O:24][CH3:23])[CH2:30][CH2:31]1)=[O:5]. The catalyst class is: 3.